Dataset: Reaction yield outcomes from USPTO patents with 853,638 reactions. Task: Predict the reaction yield, written as a fraction of the theoretical maximum amount of product (1.0 means a 100% yield; for example, 0.34 means a 34% yield). The reactants are [C:1]([O:4][C@H:5]1[CH:22]=[CH:21][C@@:20]2([CH3:23])[C:7](=[CH:8][CH2:9][C@@H:10]3[C@@H:19]2[CH2:18][CH2:17][C@@:15]2([CH3:16])[C@H:11]3[CH2:12][CH2:13][C:14]32OCC[O:24]3)[CH2:6]1)(=[O:3])[CH3:2].O.C1(C)C=CC(S(O)(=O)=O)=CC=1. The catalyst is CC(C)=O.O. The product is [C:1]([O:4][C@H:5]1[CH:22]=[CH:21][C@@:20]2([CH3:23])[C:7](=[CH:8][CH2:9][C@@H:10]3[C@@H:19]2[CH2:18][CH2:17][C@@:15]2([CH3:16])[C@H:11]3[CH2:12][CH2:13][C:14]2=[O:24])[CH2:6]1)(=[O:3])[CH3:2]. The yield is 0.980.